This data is from Full USPTO retrosynthesis dataset with 1.9M reactions from patents (1976-2016). The task is: Predict the reactants needed to synthesize the given product. (1) Given the product [CH2:15]([N:2]1[CH2:3][CH2:4][CH2:5][C:6]2[CH:11]=[CH:10][C:9]([C:12]([OH:14])=[O:13])=[CH:8][C:7]=2[CH2:1]1)[C:16]1[CH:21]=[CH:20][CH:19]=[CH:18][CH:17]=1, predict the reactants needed to synthesize it. The reactants are: [CH2:1]1[C:7]2[CH:8]=[C:9]([C:12]([OH:14])=[O:13])[CH:10]=[CH:11][C:6]=2[CH2:5][CH2:4][CH2:3][NH:2]1.[CH2:15](Br)[C:16]1[CH:21]=[CH:20][CH:19]=[CH:18][CH:17]=1.C(=O)([O-])[O-].[K+].[K+]. (2) Given the product [CH:20]1([C:18]2[O:19][C:14]3[C:15]4[CH:7]([CH2:6][CH2:5][NH:4][C:1](=[O:3])[CH3:2])[CH2:8][CH2:9][C:10]=4[CH:11]=[CH:12][C:13]=3[N:17]=2)[CH2:22][CH2:21]1, predict the reactants needed to synthesize it. The reactants are: [C:1]([NH:4][CH2:5][CH2:6][CH:7]1[C:15]2[C:10](=[CH:11][CH:12]=[C:13]([NH:17][C:18]([CH:20]3[CH2:22][CH2:21]3)=[O:19])[C:14]=2O)[CH2:9][CH2:8]1)(=[O:3])[CH3:2].C1(C)C=CC(S([O-])(=O)=O)=CC=1.[NH+]1C=CC=CC=1. (3) Given the product [CH:25]1([CH:26]([C:12]2[C:21]3[C:16](=[CH:17][CH:18]=[CH:19][CH:20]=3)[N:15]=[CH:14][CH:13]=2)[C:27]([NH2:22])=[O:3])[CH2:23][CH2:24]1, predict the reactants needed to synthesize it. The reactants are: C(OC(=O)C)(=[O:3])C.C1(N[C:12]2[C:21]3[C:16](=[CH:17][CH:18]=[CH:19][CH:20]=3)[N:15]=[CH:14][CH:13]=2)CC1.[N:22]1[CH:27]=[CH:26][CH:25]=[CH:24][CH:23]=1. (4) Given the product [CH3:54][N:53]1[C:49]([C:39]2[C:38](=[O:55])[C:37]([O:36][CH2:67][CH2:66][C:57]3[CH:58]=[CH:59][C:60]4[C:65](=[CH:64][CH:63]=[CH:62][CH:61]=4)[N:56]=3)=[CH:42][N:41]([C:43]3[CH:44]=[CH:45][CH:46]=[CH:47][CH:48]=3)[N:40]=2)=[CH:50][CH:51]=[N:52]1, predict the reactants needed to synthesize it. The reactants are: N(C(OC(C)(C)C)=O)=NC(OC(C)(C)C)=O.C1(P(C2C=CC=CC=2)C2C=CC=CC=2)C=CC=CC=1.[OH:36][C:37]1[C:38](=[O:55])[C:39]([C:49]2[N:53]([CH3:54])[N:52]=[CH:51][CH:50]=2)=[N:40][N:41]([C:43]2[CH:48]=[CH:47][CH:46]=[CH:45][CH:44]=2)[CH:42]=1.[N:56]1[C:65]2[C:60](=[CH:61][CH:62]=[CH:63][CH:64]=2)[CH:59]=[CH:58][C:57]=1[CH2:66][CH2:67]O. (5) Given the product [C:12]([O:11][C:9](=[O:10])[NH:24][CH2:23][CH2:22][C:19]1[CH:20]=[CH:21][N:16]=[CH:17][CH:18]=1)([CH3:13])([CH3:14])[CH3:15], predict the reactants needed to synthesize it. The reactants are: O([C:9]([O:11][C:12]([CH3:15])([CH3:14])[CH3:13])=[O:10])[C:9]([O:11][C:12]([CH3:15])([CH3:14])[CH3:13])=[O:10].[N:16]1[CH:21]=[CH:20][C:19]([CH2:22][CH2:23][NH2:24])=[CH:18][CH:17]=1. (6) Given the product [Cl:39][C:12]1[CH:11]=[C:10]([CH:15]=[CH:14][C:13]=1[C:16]#[N:17])[O:9][C:8]1[C:7]([F:19])=[CH:6][C:5]([S:20]([NH:31][C:28]2[CH:27]=[CH:26][C:25]([F:24])=[CH:30][N:29]=2)(=[O:22])=[O:21])=[CH:4][C:3]=1[C:1]#[N:2], predict the reactants needed to synthesize it. The reactants are: [C:1]([C:3]1[CH:4]=[C:5]([S:20](Cl)(=[O:22])=[O:21])[CH:6]=[C:7]([F:19])[C:8]=1[O:9][C:10]1[CH:15]=[CH:14][C:13]([C:16]#[N:17])=[C:12](F)[CH:11]=1)#[N:2].[F:24][C:25]1[CH:26]=[CH:27][C:28]([NH2:31])=[N:29][CH:30]=1.N1C=CC=CC=1.C(Cl)[Cl:39].